From a dataset of Catalyst prediction with 721,799 reactions and 888 catalyst types from USPTO. Predict which catalyst facilitates the given reaction. (1) The catalyst class is: 8. Reactant: C(OC(=O)[NH:7][CH:8]1[CH2:13][CH2:12][CH:11]([NH:14][C:15]2[N:20]=[C:19]3[NH:21][N:22]=[C:23]([C:24]4[CH:29]=[CH:28][N:27]=[C:26]([NH:30][CH2:31][C:32]5[CH:37]=[CH:36][CH:35]=[C:34]([Cl:38])[CH:33]=5)[N:25]=4)[C:18]3=[CH:17][N:16]=2)[CH2:10][CH2:9]1)(C)(C)C.Cl. Product: [Cl:38][C:34]1[CH:33]=[C:32]([CH:37]=[CH:36][CH:35]=1)[CH2:31][NH:30][C:26]1[N:25]=[C:24]([C:23]2[C:18]3[C:19](=[N:20][C:15]([NH:14][CH:11]4[CH2:10][CH2:9][CH:8]([NH2:7])[CH2:13][CH2:12]4)=[N:16][CH:17]=3)[NH:21][N:22]=2)[CH:29]=[CH:28][N:27]=1. (2) Product: [CH2:1]([O:3][C:4]([C:5]1[C:39]2[CH2:40][CH2:41][N:36]([C:33]3[CH:32]=[CH:31][C:30]([N:26]4[CH2:27][CH2:28][CH2:29][CH2:24][C:25]4=[O:43])=[CH:35][CH:34]=3)[C:37](=[O:42])[C:38]=2[N:7]([C:8]2[CH:13]=[CH:12][C:11]([O:14][CH3:15])=[CH:10][CH:9]=2)[N:6]=1)=[O:17])[CH3:2]. Reactant: [CH2:1]([O:3][C:4](=[O:17])[C:5](Cl)=[N:6][NH:7][C:8]1[CH:13]=[CH:12][C:11]([O:14][CH3:15])=[CH:10][CH:9]=1)[CH3:2].N1([C:24]2[C:25](=[O:43])[N:26]([C:30]3[CH:35]=[CH:34][C:33]([N:36]4[CH2:41][CH2:40][CH2:39][CH2:38][C:37]4=[O:42])=[CH:32][CH:31]=3)[CH2:27][CH2:28][CH:29]=2)CCOCC1.C(N(CC)CC)C.Cl. The catalyst class is: 161. (3) Reactant: [C:1]([O:5][C:6](=[O:23])[NH:7][C:8]1[S:12][C:11]([C:13]2[CH:14]=[N:15][CH:16]=[CH:17][CH:18]=2)=[N:10][C:9]=1[C:19]([F:22])([F:21])[F:20])([CH3:4])([CH3:3])[CH3:2].[H-].[Na+].I[CH3:27].O. Product: [C:1]([O:5][C:6](=[O:23])[N:7]([CH3:27])[C:8]1[S:12][C:11]([C:13]2[CH:14]=[N:15][CH:16]=[CH:17][CH:18]=2)=[N:10][C:9]=1[C:19]([F:22])([F:21])[F:20])([CH3:4])([CH3:2])[CH3:3]. The catalyst class is: 39. (4) Reactant: [CH3:1][O:2][C:3]([C:5]1[CH:43]=[CH:42][C:8]2[N:9]([CH:36]3[CH2:41][CH2:40][CH2:39][CH2:38][CH2:37]3)[C:10]([C:12]3[CH:13]=[C:14]4[C:19](=[CH:20][CH:21]=3)[N:18]=[C:17]([C:22]3[C:27]([C:28]5[CH:33]=[CH:32][C:31]([Cl:34])=[CH:30][CH:29]=5)=[CH:26][CH:25]=[C:24]([OH:35])[CH:23]=3)[CH:16]=[CH:15]4)=[N:11][C:7]=2[CH:6]=1)=[O:4].N1C=CC=CC=1.[O:50](S(C(F)(F)F)(=O)=O)[S:51]([C:54]([F:57])([F:56])[F:55])(=O)=[O:52]. Product: [CH3:1][O:2][C:3]([C:5]1[CH:43]=[CH:42][C:8]2[N:9]([CH:36]3[CH2:41][CH2:40][CH2:39][CH2:38][CH2:37]3)[C:10]([C:12]3[CH:13]=[C:14]4[C:19](=[CH:20][CH:21]=3)[N:18]=[C:17]([C:22]3[C:27]([C:28]5[CH:33]=[CH:32][C:31]([Cl:34])=[CH:30][CH:29]=5)=[CH:26][CH:25]=[C:24]([O:35][S:51]([C:54]([F:57])([F:56])[F:55])(=[O:52])=[O:50])[CH:23]=3)[CH:16]=[CH:15]4)=[N:11][C:7]=2[CH:6]=1)=[O:4]. The catalyst class is: 64. (5) Reactant: [NH:1]1[CH2:5][CH2:4][C@@H:3]([NH:6][C:7](=[O:13])[O:8][C:9]([CH3:12])([CH3:11])[CH3:10])[CH2:2]1.Cl[CH2:15][C:16]1[CH:21]=[CH:20][C:19]([CH3:22])=[CH:18][CH:17]=1.C(N(C(C)C)C(C)C)C. Product: [CH3:15][C:16]1[CH:21]=[CH:20][C:19]([CH2:22][N:1]2[CH2:5][CH2:4][C@@H:3]([NH:6][C:7](=[O:13])[O:8][C:9]([CH3:10])([CH3:12])[CH3:11])[CH2:2]2)=[CH:18][CH:17]=1. The catalyst class is: 3.